Dataset: Reaction yield outcomes from USPTO patents with 853,638 reactions. Task: Predict the reaction yield, written as a fraction of the theoretical maximum amount of product (1.0 means a 100% yield; for example, 0.34 means a 34% yield). (1) The reactants are [OH:1][C:2]1[CH:3]=[N:4][CH:5]=[C:6]([CH:10]=1)[C:7]([OH:9])=[O:8].[C:11]([O-])([O-])=O.[K+].[K+].[CH2:17](Br)[C:18]1[CH:23]=[CH:22][CH:21]=[CH:20][CH:19]=1. The catalyst is CN(C=O)C. The product is [CH2:17]([O:1][C:2]1[CH:3]=[N:4][CH:5]=[C:6]([CH:10]=1)[C:7]([O:9][CH3:11])=[O:8])[C:18]1[CH:23]=[CH:22][CH:21]=[CH:20][CH:19]=1. The yield is 0.280. (2) The reactants are [Cl:1][C:2]1[CH:7]=[CH:6][C:5]([C:8]2[C:13]([C:14]([OH:16])=[O:15])=[CH:12][N:11]=[CH:10][CH:9]=2)=[C:4](F)[CH:3]=1.C([O-])([O-])=O.[Cs+].[Cs+]. The catalyst is CS(C)=O.O. The product is [Cl:1][C:2]1[CH:7]=[CH:6][C:5]2[C:8]3[C:13](=[CH:12][N:11]=[CH:10][CH:9]=3)[C:14](=[O:16])[O:15][C:4]=2[CH:3]=1. The yield is 0.720. (3) The reactants are [CH2:1]([C:5]1([CH2:36][CH2:37][CH2:38][CH3:39])[NH:11][CH:10]([C:12]2[CH:17]=[CH:16][CH:15]=[CH:14][CH:13]=2)[C:9]2[CH:18]=[C:19]([O:32][CH3:33])[C:20]([CH2:22][NH:23][CH2:24][C:25]([O:27]C(C)(C)C)=[O:26])=[CH:21][C:8]=2[S:7](=[O:35])(=[O:34])[CH2:6]1)[CH2:2][CH2:3][CH3:4].Cl.O1CCOCC1. The catalyst is C(Cl)Cl. The product is [CH2:1]([C:5]1([CH2:36][CH2:37][CH2:38][CH3:39])[NH:11][CH:10]([C:12]2[CH:13]=[CH:14][CH:15]=[CH:16][CH:17]=2)[C:9]2[CH:18]=[C:19]([O:32][CH3:33])[C:20]([CH2:22][NH:23][CH2:24][C:25]([OH:27])=[O:26])=[CH:21][C:8]=2[S:7](=[O:35])(=[O:34])[CH2:6]1)[CH2:2][CH2:3][CH3:4]. The yield is 0.488. (4) The reactants are [CH3:1][CH2:2][OH:3].[K].Cl[C:6]1[C:7]([C:16]([F:19])([F:18])[F:17])=[CH:8][C:9]([N+:13]([O-:15])=[O:14])=[C:10]([NH2:12])[CH:11]=1. The catalyst is O. The product is [CH2:2]([O:3][C:6]1[C:7]([C:16]([F:17])([F:19])[F:18])=[CH:8][C:9]([N+:13]([O-:15])=[O:14])=[C:10]([NH2:12])[CH:11]=1)[CH3:1]. The yield is 0.960. (5) The reactants are Cl[C:2]1[N:7]=[C:6]([NH:8][C:9]2[NH:10][N:11]=[C:12]([CH3:14])[CH:13]=2)[CH:5]=[C:4]([C:15]2[CH:20]=[CH:19][CH:18]=[CH:17][CH:16]=2)[N:3]=1.[C:21]([NH:24][C:25]1[CH:30]=[CH:29][C:28]([SH:31])=[CH:27][CH:26]=1)(=[O:23])[CH3:22]. The catalyst is C(O)(C)(C)C. The product is [C:21]([NH:24][C:25]1[CH:30]=[CH:29][C:28]([S:31][C:2]2[N:7]=[C:6]([NH:8][C:9]3[NH:10][N:11]=[C:12]([CH3:14])[CH:13]=3)[CH:5]=[C:4]([C:15]3[CH:20]=[CH:19][CH:18]=[CH:17][CH:16]=3)[N:3]=2)=[CH:27][CH:26]=1)(=[O:23])[CH3:22]. The yield is 0.850. (6) The reactants are Br[C:2]1[C:11]2[C:6](=[CH:7][CH:8]=[C:9]([O:12]C)[CH:10]=2)[N:5]=[C:4]([C:14]2[CH:19]=[CH:18][C:17]([O:20]C)=[C:16]([F:22])[CH:15]=2)[C:3]=1[Cl:23].[NH:24]1C(=O)CC[C@H:25]1C(O)=O.Cl. No catalyst specified. The product is [Cl:23][C:3]1[C:4]([C:14]2[CH:19]=[CH:18][C:17]([OH:20])=[C:16]([F:22])[CH:15]=2)=[N:5][C:6]2[C:11]([C:2]=1[C:25]#[N:24])=[CH:10][C:9]([OH:12])=[CH:8][CH:7]=2. The yield is 0.410. (7) The reactants are [F:1][C:2]1[CH:7]=[CH:6][C:5]([F:8])=[CH:4][C:3]=1[C@H:9]1[CH2:13][CH2:12][CH2:11][N:10]1[C:14]1[CH:19]=[CH:18][N:17]2[N:20]=[CH:21][C:22]([NH2:23])=[C:16]2[N:15]=1.[N:24]([C:27]1[CH:32]=[CH:31][CH:30]=[CH:29][CH:28]=1)=[C:25]=[O:26]. The catalyst is C(Cl)Cl. The product is [F:1][C:2]1[CH:7]=[CH:6][C:5]([F:8])=[CH:4][C:3]=1[C@H:9]1[CH2:13][CH2:12][CH2:11][N:10]1[C:14]1[CH:19]=[CH:18][N:17]2[N:20]=[CH:21][C:22]([NH:23][C:25]([NH:24][C:27]3[CH:32]=[CH:31][CH:30]=[CH:29][CH:28]=3)=[O:26])=[C:16]2[N:15]=1. The yield is 0.870.